This data is from Forward reaction prediction with 1.9M reactions from USPTO patents (1976-2016). The task is: Predict the product of the given reaction. (1) The product is: [NH2:1][CH:4]1[C:13]2[C:8](=[CH:9][C:10]([C:14]#[N:15])=[CH:11][CH:12]=2)[O:7][CH2:6][CH2:5]1. Given the reactants [N:1]([CH:4]1[C:13]2[C:8](=[CH:9][C:10]([C:14]#[N:15])=[CH:11][CH:12]=2)[O:7][CH2:6][CH2:5]1)=[N+]=[N-], predict the reaction product. (2) Given the reactants [CH:1]([C:4]1[CH:9]=[CH:8][CH:7]=[CH:6][C:5]=1[OH:10])([CH3:3])[CH3:2].C(N(CCCC)CCCC)CCC.[Sn](Cl)(Cl)(Cl)Cl.[CH2:29]=[O:30].Cl, predict the reaction product. The product is: [OH:10][C:5]1[C:4]([CH:1]([CH3:3])[CH3:2])=[CH:9][CH:8]=[CH:7][C:6]=1[CH:29]=[O:30]. (3) Given the reactants [O:1]([C:8]1[CH:13]=[CH:12][C:11]([S:14]([C:17]2([C:23]([O:25][CH3:26])=[O:24])[CH2:22][CH2:21][NH:20][CH2:19][CH2:18]2)(=[O:16])=[O:15])=[CH:10][CH:9]=1)[C:2]1[CH:7]=[CH:6][CH:5]=[CH:4][CH:3]=1.C(N([CH2:32][CH3:33])CC)C, predict the reaction product. The product is: [O:1]([C:8]1[CH:9]=[CH:10][C:11]([S:14]([C:17]2([C:23]([O:25][CH3:26])=[O:24])[CH2:22][CH2:21][N:20]([C:23]([O:25][CH2:26][C:33]3[CH:32]=[CH:4][CH:3]=[CH:2][CH:7]=3)=[O:24])[CH2:19][CH2:18]2)(=[O:16])=[O:15])=[CH:12][CH:13]=1)[C:2]1[CH:7]=[CH:6][CH:5]=[CH:4][CH:3]=1. (4) Given the reactants [NH:1]1[CH2:6][CH2:5][CH2:4][CH2:3][CH:2]1[C:7]([O:9][CH2:10][CH3:11])=[O:8].C(N(CC)CC)C.[N+:19]([C:22]1[CH:23]=[C:24]([S:28](Cl)(=[O:30])=[O:29])[CH:25]=[CH:26][CH:27]=1)([O-:21])=[O:20], predict the reaction product. The product is: [N+:19]([C:22]1[CH:23]=[C:24]([S:28]([N:1]2[CH2:6][CH2:5][CH2:4][CH2:3][CH:2]2[C:7]([O:9][CH2:10][CH3:11])=[O:8])(=[O:30])=[O:29])[CH:25]=[CH:26][CH:27]=1)([O-:21])=[O:20].